From a dataset of Catalyst prediction with 721,799 reactions and 888 catalyst types from USPTO. Predict which catalyst facilitates the given reaction. (1) Product: [C:3]([N:6]1[N:7]([C:8](=[O:10])[CH3:9])[CH:16]=[CH:15][O:14][CH:11]=[CH:12]1)(=[O:5])[CH3:4]. Reactant: [OH-].[K+].[C:3]([NH:6][NH:7][C:8](=[O:10])[CH3:9])(=[O:5])[CH3:4].[CH2:11]([O:14][CH2:15][CH2:16]Cl)[CH2:12]Cl. The catalyst class is: 16. (2) Reactant: C(N(CC)CC)C.[NH:8]1[CH2:18][CH2:17][CH:11]([C:12]([O:14][CH2:15][CH3:16])=[O:13])[CH2:10][CH2:9]1.[C:19](O[C:19]([O:21][C:22]([CH3:25])([CH3:24])[CH3:23])=[O:20])([O:21][C:22]([CH3:25])([CH3:24])[CH3:23])=[O:20]. Product: [C:22]([O:21][C:19]([N:8]1[CH2:9][CH2:10][CH:11]([C:12]([O:14][CH2:15][CH3:16])=[O:13])[CH2:17][CH2:18]1)=[O:20])([CH3:25])([CH3:24])[CH3:23]. The catalyst class is: 4. (3) Reactant: [C:1]([O:5][C:6]([C:8]1[S:31][C:11]2[CH2:12][CH2:13][C:14]3[CH:15]=[N:16][C:17]([NH:20][C:21]4[CH:26]=[CH:25][CH:24]=[C:23]([S:27](=[O:30])(=[O:29])[NH2:28])[CH:22]=4)=[N:18][C:19]=3[C:10]=2[CH:9]=1)=[O:7])([CH3:4])([CH3:3])[CH3:2].ClC1C(=O)C(C#N)=C(C#N)C(=O)C=1Cl. Product: [C:1]([O:5][C:6]([C:8]1[S:31][C:11]2=[CH:12][CH:13]=[C:14]3[C:19]([N:18]=[C:17]([NH:20][C:21]4[CH:26]=[CH:25][CH:24]=[C:23]([S:27](=[O:29])(=[O:30])[NH2:28])[CH:22]=4)[N:16]=[CH:15]3)=[C:10]2[CH:9]=1)=[O:7])([CH3:4])([CH3:2])[CH3:3]. The catalyst class is: 12. (4) Reactant: [Cl:1][C:2]1[CH:7]=[C:6]([C:8]#[N:9])[CH:5]=[CH:4][C:3]=1[S:10](Cl)(=[O:12])=[O:11].[NH:14]1[CH2:19][CH2:18][O:17][CH2:16][CH2:15]1. Product: [Cl:1][C:2]1[CH:7]=[C:6]([CH:5]=[CH:4][C:3]=1[S:10]([N:14]1[CH2:19][CH2:18][O:17][CH2:16][CH2:15]1)(=[O:12])=[O:11])[C:8]#[N:9]. The catalyst class is: 4. (5) Reactant: [C:1]1([CH:7]2[O:11][CH:10]([CH:12]([CH3:16])C(O)=O)[C:9](=[C:17]=[CH2:18])[CH2:8]2)[CH:6]=[CH:5][CH:4]=[CH:3][CH:2]=1.[C:19]([O-:22])([O-])=[O:20].[K+].[K+].[C:25]1(I)[CH:30]=[CH:29]C=[CH:27][CH:26]=1.O.[CH3:33]N(C)C=O. Product: [C:1]1([CH:7]2[O:11][CH:10]3[C:9]([C:17]([C:18]4[CH:29]=[CH:30][CH:25]=[CH:26][CH:27]=4)=[CH2:33])([O:22][C:19](=[O:20])[CH2:16][CH2:12]3)[CH2:8]2)[CH:2]=[CH:3][CH:4]=[CH:5][CH:6]=1. The catalyst class is: 535. (6) Reactant: [CH3:1][C:2]1[C:6]([CH2:7][O:8][C:9]2[CH:24]=[CH:23][C:12]([CH2:13][O:14][C:15]3[N:22]=[CH:21][CH:20]=[CH:19][C:16]=3[C:17]#N)=[CH:11][CH:10]=2)=[CH:5][N:4]([C:25]2[CH:30]=[CH:29][CH:28]=[CH:27][N:26]=2)[N:3]=1.C1(C)C=CC=CC=1.[H-].C([Al+]CC(C)C)C(C)C.S([O-])([O-])(=O)=[O:49].[Na+].[Na+]. Product: [CH3:1][C:2]1[C:6]([CH2:7][O:8][C:9]2[CH:24]=[CH:23][C:12]([CH2:13][O:14][C:15]3[N:22]=[CH:21][CH:20]=[CH:19][C:16]=3[CH:17]=[O:49])=[CH:11][CH:10]=2)=[CH:5][N:4]([C:25]2[CH:30]=[CH:29][CH:28]=[CH:27][N:26]=2)[N:3]=1. The catalyst class is: 195.